From a dataset of Forward reaction prediction with 1.9M reactions from USPTO patents (1976-2016). Predict the product of the given reaction. (1) Given the reactants [OH:1][C:2]1[CH:3]=[C:4]([CH:7]=[CH:8][CH:9]=1)[CH:5]=[O:6].Br[CH2:11][CH2:12][CH:13]=[CH2:14].C(=O)([O-])[O-].[Cs+].[Cs+], predict the reaction product. The product is: [CH2:14]([O:1][C:2]1[CH:3]=[C:4]([CH:7]=[CH:8][CH:9]=1)[CH:5]=[O:6])[CH2:13][CH:12]=[CH2:11]. (2) Given the reactants [N:1]1([CH:7]2[CH2:12][CH2:11][CH:10]([C:13]([O:15]C)=[O:14])[CH2:9][CH2:8]2)[CH2:5][CH2:4][CH2:3][C:2]1=[O:6].C(O)C.C[O-].[Na+].Cl, predict the reaction product. The product is: [N:1]1([C@H:7]2[CH2:8][CH2:9][C@H:10]([C:13]([OH:15])=[O:14])[CH2:11][CH2:12]2)[CH2:5][CH2:4][CH2:3][C:2]1=[O:6]. (3) Given the reactants C([O:5][C:6](=[O:31])[C:7]1[CH:12]=[CH:11][C:10]([C:13]2[CH2:17][C:16]([C:22]3[CH:27]=[C:26]([Cl:28])[CH:25]=[C:24]([Cl:29])[CH:23]=3)([C:18]([F:21])([F:20])[F:19])[O:15][CH:14]=2)=[CH:9][C:8]=1[CH3:30])(C)(C)C.FC(F)(F)C(O)=O, predict the reaction product. The product is: [Cl:29][C:24]1[CH:23]=[C:22]([C:16]2([C:18]([F:20])([F:21])[F:19])[O:15][CH:14]=[C:13]([C:10]3[CH:11]=[CH:12][C:7]([C:6]([OH:31])=[O:5])=[C:8]([CH3:30])[CH:9]=3)[CH2:17]2)[CH:27]=[C:26]([Cl:28])[CH:25]=1. (4) Given the reactants [Cl:1][C:2]1[CH:3]=[C:4]([N:20]2[C:25](=[O:26])[NH:24][C:23](=[O:27])C(C#N)=[N:21]2)[CH:5]=[C:6]([Cl:19])[C:7]=1[S:8][C:9]1[CH:14]=[C:13]([CH:15]([CH3:17])[CH3:16])[C:12](=[O:18])[NH:11][N:10]=1.[C:30]([OH:33])(=[O:32])[CH3:31], predict the reaction product. The product is: [Cl:19][C:6]1[CH:5]=[C:4]([N:20]2[C:25](=[O:26])[NH:24][C:23](=[O:27])[C:31]([C:30]([OH:33])=[O:32])=[N:21]2)[CH:3]=[C:2]([Cl:1])[C:7]=1[S:8][C:9]1[CH:14]=[C:13]([CH:15]([CH3:17])[CH3:16])[C:12](=[O:18])[NH:11][N:10]=1. (5) Given the reactants CON(C)[C:4](=[O:38])[CH2:5][CH2:6][C@H:7]([C@@H:9]1[C@:26]2([CH3:27])[C:12]([C:13]3[CH2:14][CH2:15][C@@H:16]4[C@:21]([C:23]=3[CH2:24][CH2:25]2)([CH3:22])[CH2:20][CH2:19][C@H:18]([O:28][Si](C(C)(C)C)(C)C)[C:17]4([CH3:37])[CH3:36])=[CH:11][CH2:10]1)[CH3:8].[CH3:40][CH2:41][CH:42]([Mg]Br)[CH2:43][CH3:44].C(O)C.Cl, predict the reaction product. The product is: [OH:28][C@H:18]1[CH2:19][CH2:20][C@@:21]2([CH3:22])[C@@H:16]([CH2:15][CH2:14][C:13]3[C:12]4[C@:26]([CH3:27])([CH2:25][CH2:24][C:23]=32)[C@@H:9]([C@H:7]([CH3:8])[CH2:6][CH2:5][C:4]([CH:42]([CH2:43][CH3:44])[CH2:41][CH3:40])=[O:38])[CH2:10][CH:11]=4)[C:17]1([CH3:37])[CH3:36]. (6) Given the reactants N1C2C(=CC=C(C(O)=O)C=2)C=CC=1.NC1C=CC(C#N)=C(C(F)(F)F)C=1.[C:27]([C:29]1[CH:34]=[CH:33][C:32]([NH:35][C:36]([C:38]2[CH:47]=[C:46]3[C:41]([CH:42]=[CH:43][CH:44]=[N:45]3)=[CH:40][CH:39]=2)=[O:37])=[CH:31][C:30]=1[C:48]([F:51])([F:50])[F:49])#[N:28].C(C1C=CC(NC(C2C=C3C(CCCN3)=CC=2)=O)=CC=1C(F)(F)F)#N.[Cl:77][C:78]1[CH:79]=[C:80]([S:84](Cl)(=[O:86])=[O:85])[CH:81]=[CH:82][CH:83]=1, predict the reaction product. The product is: [C:27]([C:29]1[CH:34]=[CH:33][C:32]([NH:35][C:36]([C:38]2[CH:47]=[C:46]3[C:41]([CH2:42][CH2:43][CH2:44][N:45]3[S:84]([C:80]3[CH:81]=[CH:82][CH:83]=[C:78]([Cl:77])[CH:79]=3)(=[O:86])=[O:85])=[CH:40][CH:39]=2)=[O:37])=[CH:31][C:30]=1[C:48]([F:51])([F:49])[F:50])#[N:28]. (7) Given the reactants [Br:1][C:2]1[CH:7]=[C:6]([F:8])[C:5]([N+:9]([O-:11])=[O:10])=[CH:4][C:3]=1[OH:12].C([O-])([O-])=O.[Cs+].[Cs+].[CH2:19](Br)[C:20]1[CH:25]=[CH:24][CH:23]=[CH:22][CH:21]=1, predict the reaction product. The product is: [CH2:19]([O:12][C:3]1[CH:4]=[C:5]([N+:9]([O-:11])=[O:10])[C:6]([F:8])=[CH:7][C:2]=1[Br:1])[C:20]1[CH:25]=[CH:24][CH:23]=[CH:22][CH:21]=1.